From a dataset of Full USPTO retrosynthesis dataset with 1.9M reactions from patents (1976-2016). Predict the reactants needed to synthesize the given product. (1) Given the product [NH2:1][C:2]1[N:7]=[C:6]([N:8]2[C:16]3[C:11](=[CH:12][CH:13]=[C:14]([I:17])[CH:15]=3)[C:10]([C:18]([Cl:23])=[O:20])=[N:9]2)[CH:5]=[CH:4][N:3]=1, predict the reactants needed to synthesize it. The reactants are: [NH2:1][C:2]1[N:7]=[C:6]([N:8]2[C:16]3[C:11](=[CH:12][CH:13]=[C:14]([I:17])[CH:15]=3)[C:10]([C:18]([OH:20])=O)=[N:9]2)[CH:5]=[CH:4][N:3]=1.S(Cl)([Cl:23])=O.CN(C=O)C. (2) Given the product [CH3:6][O:7][C:8]1[CH:16]=[CH:15][CH:14]=[CH:13][C:9]=1[C:10]([N:3]([CH2:4][CH3:5])[CH2:1][CH3:2])=[O:11], predict the reactants needed to synthesize it. The reactants are: [CH2:1]([NH:3][CH2:4][CH3:5])[CH3:2].[CH3:6][O:7][C:8]1[CH:16]=[CH:15][CH:14]=[CH:13][C:9]=1[C:10](Cl)=[O:11]. (3) Given the product [CH3:1][N:2]([N:27]=[O:28])[C:3]1[CH:8]=[CH:7][CH:6]=[C:5]([C:9]2[CH2:13][C:12]([C:18]3[CH:19]=[C:20]([Cl:25])[CH:21]=[C:22]([Cl:24])[CH:23]=3)([C:14]([F:17])([F:15])[F:16])[O:11][N:10]=2)[CH:4]=1, predict the reactants needed to synthesize it. The reactants are: [CH3:1][NH:2][C:3]1[CH:8]=[CH:7][CH:6]=[C:5]([C:9]2[CH2:13][C:12]([C:18]3[CH:23]=[C:22]([Cl:24])[CH:21]=[C:20]([Cl:25])[CH:19]=3)([C:14]([F:17])([F:16])[F:15])[O:11][N:10]=2)[CH:4]=1.Cl.[N:27]([O-])=[O:28].[Na+].C(=O)(O)[O-].[Na+]. (4) The reactants are: [CH2:1]([N:3]1[CH2:8][CH2:7][NH:6][CH2:5][CH2:4]1)[CH3:2].[Br:9][C:10]1[N:15]=[CH:14][C:13]([CH:16]=O)=[CH:12][CH:11]=1.C(O[BH-](OC(=O)C)OC(=O)C)(=O)C.[Na+].[OH-].[Na+]. Given the product [Br:9][C:10]1[N:15]=[CH:14][C:13]([CH2:16][N:6]2[CH2:7][CH2:8][N:3]([CH2:1][CH3:2])[CH2:4][CH2:5]2)=[CH:12][CH:11]=1, predict the reactants needed to synthesize it. (5) Given the product [OH:8][CH2:7][C:5]1[CH:4]=[N:3][N:2]([O:1][C:11](=[O:12])[N:10]([CH3:9])[C:14]2[CH:19]=[CH:18][CH:17]=[CH:16][CH:15]=2)[CH:6]=1, predict the reactants needed to synthesize it. The reactants are: [OH:1][N:2]1[CH:6]=[C:5]([CH2:7][OH:8])[CH:4]=[N:3]1.[CH3:9][N:10]([C:14]1[CH:19]=[CH:18][CH:17]=[CH:16][CH:15]=1)[C:11](Cl)=[O:12]. (6) Given the product [CH2:1]([O:5][C:6]1[CH:11]=[CH:10][C:9]([CH:12]2[CH2:21][CH2:20][C:15]3([O:16][CH2:17][CH2:18][O:19]3)[CH2:14][CH2:13]2)=[C:8]([F:23])[C:7]=1[F:24])[CH2:2][CH2:3][CH3:4], predict the reactants needed to synthesize it. The reactants are: [CH2:1]([O:5][C:6]1[CH:11]=[CH:10][C:9]([C:12]2(O)[CH2:21][CH2:20][C:15]3([O:19][CH2:18][CH2:17][O:16]3)[CH2:14][CH2:13]2)=[C:8]([F:23])[C:7]=1[F:24])[CH2:2][CH2:3][CH3:4].C1(C)C=CC(S(O)(=O)=O)=CC=1. (7) Given the product [O:30]=[C:21]1[N:20]([C:17]2[CH:18]=[CH:19][C:11]3[C:10]4[NH:33][N:34]=[C:1]([C:2]5[CH:3]=[CH:4][CH:5]=[CH:6][CH:7]=5)[C:9]=4[CH2:15][CH2:14][CH2:13][C:12]=3[CH:16]=2)[CH2:24][C@H:23]([CH2:25][NH:26][C:27](=[O:29])[CH3:28])[O:22]1, predict the reactants needed to synthesize it. The reactants are: [C:1]([CH:9]1[CH2:15][CH2:14][CH2:13][C:12]2[CH:16]=[C:17]([N:20]3[CH2:24][C@H:23]([CH2:25][NH:26][C:27](=[O:29])[CH3:28])[O:22][C:21]3=[O:30])[CH:18]=[CH:19][C:11]=2[C:10]1=O)(=O)[C:2]1[CH:7]=[CH:6][CH:5]=[CH:4][CH:3]=1.O.[NH2:33][NH2:34]. (8) Given the product [Br:1][C:2]1[CH:3]=[CH:4][C:5]([O:11][CH3:12])=[C:6]([CH:10]=1)[C:7]([NH:13][C:14]1[C:21]([OH:22])=[CH:20][CH:19]=[CH:18][C:15]=1[C:16]#[N:17])=[O:9], predict the reactants needed to synthesize it. The reactants are: [Br:1][C:2]1[CH:3]=[CH:4][C:5]([O:11][CH3:12])=[C:6]([CH:10]=1)[C:7]([OH:9])=O.[NH2:13][C:14]1[C:21]([OH:22])=[CH:20][CH:19]=[CH:18][C:15]=1[C:16]#[N:17].